From a dataset of Reaction yield outcomes from USPTO patents with 853,638 reactions. Predict the reaction yield, written as a fraction of the theoretical maximum amount of product (1.0 means a 100% yield; for example, 0.34 means a 34% yield). (1) The yield is 0.700. The product is [CH2:1]([O:8][C@@H:9]1[C@@H:14]([O:15][CH2:16][C:17]2[CH:22]=[CH:21][CH:20]=[CH:19][CH:18]=2)[C@H:13]([O:23][CH2:24][C:25]2[CH:26]=[CH:27][CH:28]=[CH:29][CH:30]=2)[C@@H:12]([CH2:31][O:32][CH2:33][C:34]2[CH:39]=[CH:38][CH:37]=[CH:36][CH:35]=2)[O:11][C@:10]21[C:43]1[CH:44]=[C:45]([CH2:49][C:50]3[CH:55]=[CH:54][C:53]([CH2:56][CH3:57])=[CH:52][CH:51]=3)[C:46]([Cl:48])=[CH:47][C:42]=1[O:41][C@H:40]2[O:58][CH3:59])[C:2]1[CH:3]=[CH:4][CH:5]=[CH:6][CH:7]=1. The reactants are [CH2:1]([O:8][C@@H:9]1[C@@H:14]([O:15][CH2:16][C:17]2[CH:22]=[CH:21][CH:20]=[CH:19][CH:18]=2)[C@H:13]([O:23][CH2:24][C:25]2[CH:30]=[CH:29][CH:28]=[CH:27][CH:26]=2)[C@@H:12]([CH2:31][O:32][CH2:33][C:34]2[CH:39]=[CH:38][CH:37]=[CH:36][CH:35]=2)[O:11][C@:10]21[C:43]1[CH:44]=[C:45]([CH2:49][C:50]3[CH:55]=[CH:54][C:53]([CH2:56][CH3:57])=[CH:52][CH:51]=3)[C:46]([Cl:48])=[CH:47][C:42]=1[O:41][C@H:40]2[OH:58])[C:2]1[CH:7]=[CH:6][CH:5]=[CH:4][CH:3]=1.[C:59]1(C)C=CC(S(O)(=O)=O)=CC=1.CCOC(C)=O. The catalyst is CO.COC(OC)OC. (2) The reactants are N1C=CC=C1.[CH3:6][CH:7]([CH3:10])[CH2:8][NH2:9].[OH:11][C:12]1[CH:17]=[CH:16][C:15]([C:18](=O)[CH2:19][CH2:20][C:21]([C:23]2[CH:31]=[CH:30][C:26]([C:27]([OH:29])=[O:28])=[CH:25][CH:24]=2)=O)=[CH:14][CH:13]=1. No catalyst specified. The product is [OH:11][C:12]1[CH:17]=[CH:16][C:15]([C:18]2[N:9]([CH2:8][CH:7]([CH3:10])[CH3:6])[C:21]([C:23]3[CH:31]=[CH:30][C:26]([C:27]([OH:29])=[O:28])=[CH:25][CH:24]=3)=[CH:20][CH:19]=2)=[CH:14][CH:13]=1. The yield is 0.710. (3) The reactants are [Cl:1][C:2]1[N:7]=[C:6](Cl)[CH:5]=[CH:4][N:3]=1.[F:9][C:10]1[CH:15]=[CH:14][C:13](B(O)O)=[CH:12][CH:11]=1.C(=O)([O-])[O-].[K+].[K+].C(O)C.O. The catalyst is C1(C)C=CC=CC=1.C1C=CC([P]([Pd]([P](C2C=CC=CC=2)(C2C=CC=CC=2)C2C=CC=CC=2)([P](C2C=CC=CC=2)(C2C=CC=CC=2)C2C=CC=CC=2)[P](C2C=CC=CC=2)(C2C=CC=CC=2)C2C=CC=CC=2)(C2C=CC=CC=2)C2C=CC=CC=2)=CC=1. The product is [Cl:1][C:2]1[N:7]=[C:6]([C:13]2[CH:14]=[CH:15][C:10]([F:9])=[CH:11][CH:12]=2)[CH:5]=[CH:4][N:3]=1. The yield is 0.610.